This data is from Full USPTO retrosynthesis dataset with 1.9M reactions from patents (1976-2016). The task is: Predict the reactants needed to synthesize the given product. (1) The reactants are: [Br:1][C:2]1[S:6][C:5]([C:7]([O:9][CH3:10])=[O:8])=[C:4]([CH3:11])[CH:3]=1.[Br:12]N1C(=O)CCC1=O.ClCCl. Given the product [Br:1][C:2]1[S:6][C:5]([C:7]([O:9][CH3:10])=[O:8])=[C:4]([CH2:11][Br:12])[CH:3]=1, predict the reactants needed to synthesize it. (2) Given the product [ClH:24].[ClH:24].[N:4]1([CH2:8][C:9]2[N:14]=[C:13]([C:15]([F:18])([F:17])[F:16])[N:12]=[C:11]([C:19]([OH:21])=[O:20])[CH:10]=2)[CH2:7][CH2:6][CH2:5]1, predict the reactants needed to synthesize it. The reactants are: O.[OH-].[Li+].[N:4]1([CH2:8][C:9]2[N:14]=[C:13]([C:15]([F:18])([F:17])[F:16])[N:12]=[C:11]([C:19]([O:21]CC)=[O:20])[CH:10]=2)[CH2:7][CH2:6][CH2:5]1.[ClH:24].C(#N)C. (3) Given the product [Si:18]([O:11][C:9]1[CH:8]=[CH:7][C:6]2[O:1][CH2:2][CH2:3][NH:4][C:5]=2[CH:10]=1)([C:15]([CH3:17])([CH3:16])[CH3:14])([CH3:20])[CH3:19], predict the reactants needed to synthesize it. The reactants are: [O:1]1[C:6]2[CH:7]=[CH:8][C:9]([OH:11])=[CH:10][C:5]=2[NH:4][CH2:3][CH2:2]1.[H-].[Na+].[CH3:14][C:15]([Si:18](Cl)([CH3:20])[CH3:19])([CH3:17])[CH3:16].C([O-])(O)=O.[Na+]. (4) Given the product [C:23]([O:15][CH:6]1[C:5]2([CH2:1][CH2:2][CH2:3][CH2:4]2)[CH2:14][CH2:13][CH2:12][C:7]21[CH2:11][CH2:10][CH2:9][CH2:8]2)(=[O:32])[C:22]([CH3:18])=[CH2:21], predict the reactants needed to synthesize it. The reactants are: [CH2:1]1[C:5]2([CH2:14][CH2:13][CH2:12][C:7]3([CH2:11][CH2:10][CH2:9][CH2:8]3)[C:6]2=[O:15])[CH2:4][CH2:3][CH2:2]1.[BH4-].[Na+].[CH2:18]1[C:22]2(CCCC3(CCCC3)[CH:23]2[OH:32])[CH2:21]CC1. (5) Given the product [Br:22][CH2:21][C:20]([NH:10][C:2]1[CH:3]=[CH:4][N:5]=[CH:6][N:1]=1)=[O:23], predict the reactants needed to synthesize it. The reactants are: [NH2:1][C:2]1C=[CH:6][N:5]=[CH:4][CH:3]=1.C([N:10](CC)CC)C.[Br:22][CH2:21][C:20](O[C:20](=[O:23])[CH2:21][Br:22])=[O:23]. (6) Given the product [N:28]([C@H:10]1[CH2:11][C@@H:7]([O:6][Si:5]([C:1]([CH3:4])([CH3:3])[CH3:2])([CH3:17])[CH3:16])[CH:8]=[CH:9]1)=[N+:29]=[N-:30], predict the reactants needed to synthesize it. The reactants are: [C:1]([Si:5]([CH3:17])([CH3:16])[O:6][C@@H:7]1[CH2:11][C@H:10](OC(=O)C)[CH:9]=[CH:8]1)([CH3:4])([CH3:3])[CH3:2].O[C@@H]1C[C@H](OC(=O)C)C=C1.[N-:28]=[N+:29]=[N-:30].[Na+].C1(P(C2C=CC=CC=2)C2C=CC=CC=2)C=CC=CC=1.[Cl-].[Na+]. (7) Given the product [F:1][C:2]1[CH:3]=[CH:4][CH:5]=[C:6]2[C:10]=1[N:9]1[CH:11]([CH3:23])[C:12](=[O:15])[CH2:13][CH2:14][C:8]1=[C:7]2[CH2:16][C:17]([O:19][CH2:20][CH2:21][CH3:22])=[O:18], predict the reactants needed to synthesize it. The reactants are: [F:1][C:2]1[CH:3]=[CH:4][CH:5]=[C:6]2[C:10]=1[N:9]1[CH2:11][C:12](=[O:15])[CH2:13][CH2:14][C:8]1=[C:7]2[CH2:16][C:17]([O:19][CH2:20][CH2:21][CH3:22])=[O:18].[CH3:23][Si]([N-][Si](C)(C)C)(C)C.[Na+].CI. (8) Given the product [OH:35][CH2:34][CH2:36][NH:37][CH2:2][C:3]([N:5]1[CH2:11][CH2:10][C:9]2[CH:12]=[CH:13][C:14]([C:17]3[N:21]=[C:20]([C:22]4[CH:23]=[CH:24][C:25]([O:30][CH:31]([CH3:33])[CH3:32])=[C:26]([CH:29]=4)[C:27]#[N:28])[O:19][N:18]=3)=[C:15]([CH3:16])[C:8]=2[CH2:7][CH2:6]1)=[O:4], predict the reactants needed to synthesize it. The reactants are: Br[CH2:2][C:3]([N:5]1[CH2:11][CH2:10][C:9]2[CH:12]=[CH:13][C:14]([C:17]3[N:21]=[C:20]([C:22]4[CH:23]=[CH:24][C:25]([O:30][CH:31]([CH3:33])[CH3:32])=[C:26]([CH:29]=4)[C:27]#[N:28])[O:19][N:18]=3)=[C:15]([CH3:16])[C:8]=2[CH2:7][CH2:6]1)=[O:4].[CH2:34]([CH2:36][NH2:37])[OH:35].C(=O)([O-])[O-].[K+].[K+]. (9) The reactants are: [CH3:1][C:2]1([N:8]2[CH2:13][CH2:12][CH:11]([NH:14][CH2:15][C:16]3[N:17]=[C:18]([CH3:21])[S:19][CH:20]=3)[CH2:10][CH2:9]2)[CH2:7][CH2:6][NH:5][CH2:4][CH2:3]1.[CH3:22][C:23]1[N:31]=[CH:30][CH:29]=[C:28]([CH3:32])[C:24]=1[C:25]([OH:27])=O.CC1(N2CCC(N(C3C=CC=CC=3)C3C=NC=CC=3)CC2)CCNCC1.[Cl:59][C:60]1[CH:65]=[CH:64][C:63](N)=[CH:62][CH:61]=1.C(OC(N1CCC(=O)CC1)=O)(C)(C)C.ClCC1N=C(C)SC=1. Given the product [Cl:59][C:60]1[CH:65]=[CH:64][C:63]([N:14]([CH2:15][C:16]2[N:17]=[C:18]([CH3:21])[S:19][CH:20]=2)[CH:11]2[CH2:10][CH2:9][N:8]([C:2]3([CH3:1])[CH2:3][CH2:4][N:5]([C:25]([C:24]4[C:23]([CH3:22])=[N:31][CH:30]=[CH:29][C:28]=4[CH3:32])=[O:27])[CH2:6][CH2:7]3)[CH2:13][CH2:12]2)=[CH:62][CH:61]=1, predict the reactants needed to synthesize it.